This data is from Peptide-MHC class I binding affinity with 185,985 pairs from IEDB/IMGT. The task is: Regression. Given a peptide amino acid sequence and an MHC pseudo amino acid sequence, predict their binding affinity value. This is MHC class I binding data. The peptide sequence is STNTLPTEY. The MHC is HLA-A25:01 with pseudo-sequence HLA-A25:01. The binding affinity (normalized) is 0.0847.